This data is from Peptide-MHC class I binding affinity with 185,985 pairs from IEDB/IMGT. The task is: Regression. Given a peptide amino acid sequence and an MHC pseudo amino acid sequence, predict their binding affinity value. This is MHC class I binding data. (1) The binding affinity (normalized) is 0.340. The peptide sequence is SMDVLAEKK. The MHC is HLA-A68:01 with pseudo-sequence HLA-A68:01. (2) The binding affinity (normalized) is 0.0847. The peptide sequence is LPHQPLATY. The MHC is HLA-B40:01 with pseudo-sequence HLA-B40:01. (3) The peptide sequence is YMRWRKHWL. The MHC is BoLA-AW10 with pseudo-sequence BoLA-AW10. The binding affinity (normalized) is 0.0641.